This data is from Catalyst prediction with 721,799 reactions and 888 catalyst types from USPTO. The task is: Predict which catalyst facilitates the given reaction. (1) Reactant: [CH3:1][O:2][C:3]1[CH:11]=[C:10]2[C:6]([C:7]([CH2:18][C:19]3[N:24]=[C:23]([C:25]([O:27]C)=O)[CH:22]=[CH:21][CH:20]=3)=[C:8]([C:12]3[CH:13]=[N:14][CH:15]=[N:16][CH:17]=3)[NH:9]2)=[CH:5][CH:4]=1.[NH3:29]. Product: [CH3:1][O:2][C:3]1[CH:11]=[C:10]2[C:6]([C:7]([CH2:18][C:19]3[N:24]=[C:23]([C:25]([NH2:29])=[O:27])[CH:22]=[CH:21][CH:20]=3)=[C:8]([C:12]3[CH:17]=[N:16][CH:15]=[N:14][CH:13]=3)[NH:9]2)=[CH:5][CH:4]=1. The catalyst class is: 111. (2) Reactant: O[CH:2]1[CH2:7][CH2:6][CH:5]([C:8]([O:10][CH2:11][CH3:12])=[O:9])[C:4]([C:13]2[CH:18]=[CH:17][CH:16]=[CH:15][CH:14]=2)=[CH:3]1.S(Cl)([Cl:21])=O.CCOC(C)=O. Product: [Cl:21][CH:2]1[CH2:7][CH2:6][CH:5]([C:8]([O:10][CH2:11][CH3:12])=[O:9])[C:4]([C:13]2[CH:18]=[CH:17][CH:16]=[CH:15][CH:14]=2)=[CH:3]1. The catalyst class is: 11. (3) Reactant: [N+:1]([C:4]1[CH:5]=[CH:6][C:7]2[CH2:10][CH:9]([C:11]([O:13][CH3:14])=[O:12])[C:8]=2[CH:15]=1)([O-])=O. Product: [NH2:1][C:4]1[CH:5]=[CH:6][C:7]2[CH2:10][CH:9]([C:11]([O:13][CH3:14])=[O:12])[C:8]=2[CH:15]=1. The catalyst class is: 45. (4) Reactant: [C:1]([C:5]1[S:9][C:8]([NH2:10])=[N:7][N:6]=1)([CH3:4])([CH3:3])[CH3:2].[F:11][C:12]1[CH:20]=[CH:19][C:18]([C:21]([F:24])([F:23])[F:22])=[CH:17][C:13]=1[C:14](Cl)=[O:15].C(N(CC)CC)C. Product: [C:1]([C:5]1[S:9][C:8]([NH:10][C:14](=[O:15])[C:13]2[CH:17]=[C:18]([C:21]([F:22])([F:23])[F:24])[CH:19]=[CH:20][C:12]=2[F:11])=[N:7][N:6]=1)([CH3:4])([CH3:3])[CH3:2]. The catalyst class is: 2. (5) Reactant: Cl[CH2:2][C:3]1[N:4]=[C:5]([CH:8]([CH3:10])[CH3:9])[O:6][CH:7]=1.[P:11]([O:18]CC)([O:15][CH2:16][CH3:17])[O:12][CH2:13][CH3:14].C(OCC)(=O)C. Product: [CH:8]([C:5]1[O:6][CH:7]=[C:3]([CH2:2][P:11](=[O:18])([O:15][CH2:16][CH3:17])[O:12][CH2:13][CH3:14])[N:4]=1)([CH3:10])[CH3:9]. The catalyst class is: 336.